This data is from Catalyst prediction with 721,799 reactions and 888 catalyst types from USPTO. The task is: Predict which catalyst facilitates the given reaction. (1) The catalyst class is: 37. Reactant: Cl[C:2]1[C:11]2[C:6](=[CH:7][C:8]([F:12])=[CH:9][CH:10]=2)[N:5]=[C:4]([C:13]2[CH:18]=[CH:17][CH:16]=[CH:15][N:14]=2)[C:3]=1[CH3:19].[O:20]1[CH2:25][CH2:24][N:23]([C:26]2[C:31]([NH2:32])=[CH:30][C:29]([N:33]3[CH2:38][CH2:37][S:36][CH2:35][CH2:34]3)=[CH:28][N:27]=2)[CH2:22][CH2:21]1.Cl.O1CCOCC1. Product: [F:12][C:8]1[CH:7]=[C:6]2[C:11]([C:2]([NH:32][C:31]3[C:26]([N:23]4[CH2:22][CH2:21][O:20][CH2:25][CH2:24]4)=[N:27][CH:28]=[C:29]([N:33]4[CH2:34][CH2:35][S:36][CH2:37][CH2:38]4)[CH:30]=3)=[C:3]([CH3:19])[C:4]([C:13]3[CH:18]=[CH:17][CH:16]=[CH:15][N:14]=3)=[N:5]2)=[CH:10][CH:9]=1. (2) Reactant: Cl[C:2]([O:4][CH:5]([Cl:7])[CH3:6])=[O:3].[NH:8]1[CH2:13][CH2:12][O:11][CH2:10][CH2:9]1.N1C=CC=CC=1. Product: [N:8]1([C:2]([O:4][CH:5]([Cl:7])[CH3:6])=[O:3])[CH2:13][CH2:12][O:11][CH2:10][CH2:9]1. The catalyst class is: 2.